Predict the product of the given reaction. From a dataset of Forward reaction prediction with 1.9M reactions from USPTO patents (1976-2016). (1) Given the reactants C(OC([N:8]1[CH2:13][CH2:12][CH:11]([O:14][CH2:15][C:16]2[N:20]=[C:19]([C:21]3[O:29][C:28]4[CH:27]=[CH:26][N:25]=[C:24]([Cl:30])[C:23]=4[CH:22]=3)[O:18][N:17]=2)[CH2:10][CH2:9]1)=O)(C)(C)C.O.C(O)(C(F)(F)F)=O, predict the reaction product. The product is: [Cl:30][C:24]1[C:23]2[CH:22]=[C:21]([C:19]3[O:18][N:17]=[C:16]([CH2:15][O:14][CH:11]4[CH2:10][CH2:9][NH:8][CH2:13][CH2:12]4)[N:20]=3)[O:29][C:28]=2[CH:27]=[CH:26][N:25]=1. (2) Given the reactants [C:1]1([C:17]2[CH:22]=[CH:21][CH:20]=[CH:19][CH:18]=2)[CH:6]=[CH:5][CH:4]=[CH:3][C:2]=1[C:7]([N:9]1[CH2:16][CH:15]2[CH:11]([CH2:12][NH:13][CH2:14]2)[CH2:10]1)=[O:8].Cl[C:24]1[CH:29]=[CH:28][CH:27]=[C:26]([CH3:30])[N:25]=1, predict the reaction product. The product is: [C:1]1([C:17]2[CH:22]=[CH:21][CH:20]=[CH:19][CH:18]=2)[CH:6]=[CH:5][CH:4]=[CH:3][C:2]=1[C:7]([N:9]1[CH2:10][CH:11]2[CH:15]([CH2:14][N:13]([C:24]3[CH:29]=[CH:28][CH:27]=[C:26]([CH3:30])[N:25]=3)[CH2:12]2)[CH2:16]1)=[O:8]. (3) Given the reactants [Cl:1][C:2]1[N:10]=[C:9]([NH2:11])[N:8]=[C:7]2[C:3]=1[N:4]=[CH:5][N:6]2[CH2:12][C:13]1[CH:18]=[C:17]([O:19][CH3:20])[C:16]([O:21][CH3:22])=[C:15]([O:23][CH3:24])[CH:14]=1.[N+]([O-])(O)=O.[CH3:29][CH2:30][O:31]C(C)=O.CCCCCC, predict the reaction product. The product is: [Cl:1][C:2]1[N:10]=[C:9]([NH:11][C:30](=[O:31])[CH3:29])[N:8]=[C:7]2[C:3]=1[N:4]=[CH:5][N:6]2[CH2:12][C:13]1[CH:14]=[C:15]([O:23][CH3:24])[C:16]([O:21][CH3:22])=[C:17]([O:19][CH3:20])[CH:18]=1. (4) Given the reactants [NH2:1][C:2]1[CH:7]=[CH:6][C:5]([F:8])=[CH:4][C:3]=1[OH:9].Br[CH2:11][CH2:12]Br.C(=O)([O-])[O-].[K+].[K+], predict the reaction product. The product is: [F:8][C:5]1[CH:6]=[CH:7][C:2]2[NH:1][CH2:12][CH2:11][O:9][C:3]=2[CH:4]=1. (5) Given the reactants C[N:2]([CH3:12])[CH:3]=[C:4]([N+:10]#[C-:11])[C:5]([O:7][CH2:8][CH3:9])=[O:6].[CH:13]1(N)[CH2:16]C[CH2:14]1, predict the reaction product. The product is: [CH2:8]([O:7][C:5]([C:4]1[N:10]=[CH:11][N:2]([CH:12]2[CH2:16][CH2:13][CH2:14]2)[CH:3]=1)=[O:6])[CH3:9].